Dataset: Full USPTO retrosynthesis dataset with 1.9M reactions from patents (1976-2016). Task: Predict the reactants needed to synthesize the given product. Given the product [N:32]1[CH:37]=[CH:36][CH:35]=[N:34][C:33]=1[N:38]1[CH2:43][CH2:42][N:41]([CH2:44][CH2:45][NH:46][C:23](=[O:25])[C:22]2[CH:26]=[CH:27][C:19]([S:16](=[O:18])(=[O:17])[NH:15][C:10]3[CH:11]=[CH:12][CH:13]=[CH:14][C:9]=3[O:8][C:7]3[CH:28]=[CH:29][C:4]([O:3][C:2]([F:1])([F:31])[F:30])=[CH:5][CH:6]=3)=[CH:20][CH:21]=2)[CH2:40][CH2:39]1, predict the reactants needed to synthesize it. The reactants are: [F:1][C:2]([F:31])([F:30])[O:3][C:4]1[CH:29]=[CH:28][C:7]([O:8][C:9]2[CH:14]=[CH:13][CH:12]=[CH:11][C:10]=2[NH:15][S:16]([C:19]2[CH:27]=[CH:26][C:22]([C:23]([OH:25])=O)=[CH:21][CH:20]=2)(=[O:18])=[O:17])=[CH:6][CH:5]=1.[N:32]1[CH:37]=[CH:36][CH:35]=[N:34][C:33]=1[N:38]1[CH2:43][CH2:42][N:41]([CH2:44][CH2:45][NH2:46])[CH2:40][CH2:39]1.